Dataset: Full USPTO retrosynthesis dataset with 1.9M reactions from patents (1976-2016). Task: Predict the reactants needed to synthesize the given product. (1) Given the product [Cl:1][C:2]1[CH:7]=[CH:6][C:5]([CH:8]([N:10]2[C:18]3[C:13](=[CH:14][CH:15]=[CH:16][CH:17]=3)[C:12]([C:19]([NH:51][CH2:52][C:53]3[C:54]([OH:61])=[N:55][C:56]([CH3:60])=[CH:57][C:58]=3[CH3:59])=[O:21])=[C:11]2[CH3:22])[CH3:9])=[CH:4][CH:3]=1, predict the reactants needed to synthesize it. The reactants are: [Cl:1][C:2]1[CH:7]=[CH:6][C:5]([CH:8]([N:10]2[C:18]3[C:13](=[CH:14][CH:15]=[CH:16][CH:17]=3)[C:12]([C:19]([OH:21])=O)=[C:11]2[CH3:22])[CH3:9])=[CH:4][CH:3]=1.C1C=CC2N(O)N=NC=2C=1.CCN=C=NCCCN(C)C.CCN(CC)CC.[NH2:51][CH2:52][C:53]1[C:54]([OH:61])=[N:55][C:56]([CH3:60])=[CH:57][C:58]=1[CH3:59]. (2) Given the product [O:1]=[S:2]1(=[O:31])[CH2:7][CH:6]=[C:5]([C:8]2[CH:13]=[CH:12][C:11]([N:14]3[CH2:18][C@H:17]([CH2:19][N:20]4[CH:24]=[C:23]([CH2:25][C:26]([N:34]([CH2:32][CH3:33])[CH3:35])=[O:36])[N:22]=[N:21]4)[O:16][C:15]3=[O:29])=[CH:10][C:9]=2[F:30])[CH2:4][CH2:3]1, predict the reactants needed to synthesize it. The reactants are: [O:1]=[S:2]1(=[O:31])[CH2:7][CH:6]=[C:5]([C:8]2[CH:13]=[CH:12][C:11]([N:14]3[CH2:18][C@H:17]([CH2:19][N:20]4[CH:24]=[C:23]([CH:25]=[C:26](Br)Br)[N:22]=[N:21]4)[O:16][C:15]3=[O:29])=[CH:10][C:9]=2[F:30])[CH2:4][CH2:3]1.[CH2:32]([NH:34][CH3:35])[CH3:33].[OH2:36]. (3) Given the product [Cl:17][C:14]1[CH:15]=[C:16]2[C:11]([CH:10]=[C:9]([C:18]3[CH:23]=[C:22]([O:24][S:25](=[O:31])(=[O:32])[N:26]([CH2:27][CH3:28])[CH2:29][CH3:30])[CH:21]=[N:20][CH:19]=3)[NH:8]2)=[CH:12][CH:13]=1, predict the reactants needed to synthesize it. The reactants are: C(OC([N:8]1[C:16]2[C:11](=[CH:12][CH:13]=[C:14]([Cl:17])[CH:15]=2)[CH:10]=[C:9]1[C:18]1[CH:19]=[N:20][CH:21]=[C:22]([O:24][S:25](=[O:32])(=[O:31])[N:26]([CH2:29][CH3:30])[CH2:27][CH3:28])[CH:23]=1)=O)(C)(C)C.FC(F)(F)C(O)=O.C(=O)(O)[O-].[Na+]. (4) Given the product [CH3:16][O:15][C@H:12]1[CH2:13][CH2:14][N:10]([C:8]([O:7][C:3]([CH3:6])([CH3:4])[CH3:5])=[O:9])[CH2:11]1, predict the reactants needed to synthesize it. The reactants are: [H-].[Na+].[C:3]([O:7][C:8]([N:10]1[CH2:14][CH2:13][C@H:12]([OH:15])[CH2:11]1)=[O:9])([CH3:6])([CH3:5])[CH3:4].[CH3:16]I.O. (5) Given the product [C:1]([N:4]1[C:13]2[C:8](=[CH:9][C:10]([C:14](=[O:16])[NH2:38])=[CH:11][CH:12]=2)[C@H:7]([NH:17][C:18](=[O:19])[O:20][CH2:21][C:22]2[CH:27]=[CH:26][CH:25]=[CH:24][CH:23]=2)[C@@H:6]([CH3:28])[C@@H:5]1[CH:29]1[CH2:30][CH2:31]1)(=[O:3])[CH3:2], predict the reactants needed to synthesize it. The reactants are: [C:1]([N:4]1[C:13]2[C:8](=[CH:9][C:10]([C:14]([OH:16])=O)=[CH:11][CH:12]=2)[C@H:7]([NH:17][C:18]([O:20][CH2:21][C:22]2[CH:27]=[CH:26][CH:25]=[CH:24][CH:23]=2)=[O:19])[C@@H:6]([CH3:28])[C@@H:5]1[CH:29]1[CH2:31][CH2:30]1)(=[O:3])[CH3:2].S(Cl)(Cl)=O.CC[N:38](C(C)C)C(C)C.N. (6) Given the product [C:55]([C@@H:39]([NH:38][C:35]([C@@H:30]1[CH2:29][N:28]([C:26]([O:25][C:21]([CH3:22])([CH3:23])[CH3:24])=[O:27])[CH2:34][CH2:33][CH2:32][O:31]1)=[O:37])[CH2:40][C:41]1[CH:46]=[CH:45][C:44]([C:47]2[CH:52]=[CH:51][C:50]([C:53]#[N:54])=[CH:49][CH:48]=2)=[CH:43][CH:42]=1)#[N:56], predict the reactants needed to synthesize it. The reactants are: [N+]1([O-])C(O)=CC=CC=1.Cl.C(N=C=NCCCN(C)C)C.[C:21]([O:25][C:26]([N:28]1[CH2:34][CH2:33][CH2:32][O:31][C@H:30]([C:35]([OH:37])=O)[CH2:29]1)=[O:27])([CH3:24])([CH3:23])[CH3:22].[NH2:38][C@H:39]([C:55]#[N:56])[CH2:40][C:41]1[CH:46]=[CH:45][C:44]([C:47]2[CH:52]=[CH:51][C:50]([C:53]#[N:54])=[CH:49][CH:48]=2)=[CH:43][CH:42]=1. (7) Given the product [CH2:1]([O:3][C:4]1[CH:16]=[CH:15][C:7]([N:8]([CH2:34][CH:33]([CH2:31][CH3:32])[CH2:36][CH2:37][CH2:38][CH3:39])[CH:9]([CH2:11][CH:12]([CH3:14])[CH3:13])[CH3:10])=[CH:6][CH:5]=1)[CH3:2], predict the reactants needed to synthesize it. The reactants are: [CH2:1]([O:3][C:4]1[CH:16]=[CH:15][C:7]([NH:8][CH:9]([CH2:11][CH:12]([CH3:14])[CH3:13])[CH3:10])=[CH:6][CH:5]=1)[CH3:2].C(O[BH-](OC(=O)C)OC(=O)C)(=O)C.[Na+].[CH2:31]([CH:33]([CH2:36][CH2:37][CH2:38][CH3:39])[CH:34]=O)[CH3:32].C([O-])(O)=O.[Na+].